Task: Predict which catalyst facilitates the given reaction.. Dataset: Catalyst prediction with 721,799 reactions and 888 catalyst types from USPTO (1) Reactant: [NH2:1][C:2]1[CH:7]=[CH:6][C:5]([C:8]2[N:9]([CH2:21][CH3:22])[C:10]3[C:15]([C:16]=2[C:17]#[N:18])=[CH:14][CH:13]=[C:12]([O:19][CH3:20])[CH:11]=3)=[CH:4][CH:3]=1.Cl[CH2:24][CH2:25][S:26](Cl)(=[O:28])=[O:27]. Product: [C:17]([C:16]1[C:15]2[C:10](=[CH:11][C:12]([O:19][CH3:20])=[CH:13][CH:14]=2)[N:9]([CH2:21][CH3:22])[C:8]=1[C:5]1[CH:4]=[CH:3][C:2]([NH:1][S:26]([CH:25]=[CH2:24])(=[O:28])=[O:27])=[CH:7][CH:6]=1)#[N:18]. The catalyst class is: 17. (2) Reactant: [F:1][C:2]1[CH:7]=[CH:6][C:5]([OH:8])=[CH:4][CH:3]=1.[Cl:9]CCl.Cl[C:13]([O:15][CH2:16][CH2:17]Cl)=[O:14]. Product: [C:13](=[O:14])([O:8][C:5]1[CH:6]=[CH:7][C:2]([F:1])=[CH:3][CH:4]=1)[O:15][CH:16]([Cl:9])[CH3:17]. The catalyst class is: 66. (3) Reactant: C(=O)([O-])[O-].[Cs+].[Cs+].[F:7][C:8]1[CH:9]=[C:10]([CH:13]=[CH:14][C:15]=1F)[CH:11]=[O:12].[CH3:17][O:18][C:19]1[CH:20]=[C:21]([OH:25])[CH:22]=[CH:23][CH:24]=1.O. Product: [F:7][C:8]1[CH:9]=[C:10]([CH:13]=[CH:14][C:15]=1[O:25][C:21]1[CH:22]=[CH:23][CH:24]=[C:19]([O:18][CH3:17])[CH:20]=1)[CH:11]=[O:12]. The catalyst class is: 3. (4) Reactant: [CH2:1]([O:8][C:9]1[C:10]([C:37]([O:39]C)=[O:38])=[N:11][C:12]([N:19]2[CH2:24][CH2:23][N:22]([CH2:25][CH2:26][CH2:27][CH2:28][NH:29][C:30]([O:32][C:33]([CH3:36])([CH3:35])[CH3:34])=[O:31])[CH2:21][CH2:20]2)=[C:13]2[C:18]=1[N:17]=[CH:16][CH:15]=[CH:14]2)[C:2]1[CH:7]=[CH:6][CH:5]=[CH:4][CH:3]=1.CO.[OH-].[Na+]. Product: [CH2:1]([O:8][C:9]1[C:10]([C:37]([OH:39])=[O:38])=[N:11][C:12]([N:19]2[CH2:20][CH2:21][N:22]([CH2:25][CH2:26][CH2:27][CH2:28][NH:29][C:30]([O:32][C:33]([CH3:34])([CH3:35])[CH3:36])=[O:31])[CH2:23][CH2:24]2)=[C:13]2[C:18]=1[N:17]=[CH:16][CH:15]=[CH:14]2)[C:2]1[CH:7]=[CH:6][CH:5]=[CH:4][CH:3]=1. The catalyst class is: 6. (5) Reactant: [Br:1][C:2]1[C:10]2[CH:9]=[N:8][C:7]([NH:11][CH2:12][C:13]3[CH:18]=[CH:17][C:16]([F:19])=[C:15]([F:20])[CH:14]=3)=[N:6][C:5]=2[N:4]([CH2:21][C@@H:22]2[CH2:27][CH2:26][CH2:25][N:24](C(OC(C)(C)C)=O)[CH2:23]2)[C:3]=1[C:35]1[C:40]([Cl:41])=[CH:39][CH:38]=[CH:37][C:36]=1[Cl:42].C(O)(C(F)(F)F)=O. Product: [Br:1][C:2]1[C:10]2[CH:9]=[N:8][C:7]([NH:11][CH2:12][C:13]3[CH:18]=[CH:17][C:16]([F:19])=[C:15]([F:20])[CH:14]=3)=[N:6][C:5]=2[N:4]([CH2:21][C@@H:22]2[CH2:27][CH2:26][CH2:25][NH:24][CH2:23]2)[C:3]=1[C:35]1[C:40]([Cl:41])=[CH:39][CH:38]=[CH:37][C:36]=1[Cl:42]. The catalyst class is: 2. (6) Reactant: [NH:1]1[C:5]2=[N:6][CH:7]=[C:8]([C:10]([NH:12][CH2:13][C:14]3[CH:19]=[CH:18][C:17]([S:20](Cl)(=[O:22])=[O:21])=[CH:16][CH:15]=3)=[O:11])[CH:9]=[C:4]2[CH:3]=[N:2]1.Cl.[N:25]1([CH:30]2[CH2:35][CH2:34][NH:33][CH2:32][CH2:31]2)[CH2:29][CH2:28][CH2:27][CH2:26]1.C(N(CC)CC)C. Product: [N:25]1([CH:30]2[CH2:35][CH2:34][N:33]([S:20]([C:17]3[CH:18]=[CH:19][C:14]([CH2:13][NH:12][C:10]([C:8]4[CH:9]=[C:4]5[CH:3]=[N:2][NH:1][C:5]5=[N:6][CH:7]=4)=[O:11])=[CH:15][CH:16]=3)(=[O:22])=[O:21])[CH2:32][CH2:31]2)[CH2:29][CH2:28][CH2:27][CH2:26]1. The catalyst class is: 2. (7) Reactant: [F:1][C:2]1[CH:24]=[CH:23][CH:22]=[C:21]([F:25])[C:3]=1[C:4]([NH:6][C:7]1[CH:12]=[N:11][C:10]([C:13]2[CH:17]=[C:16]([CH:18]=O)[S:15][C:14]=2[CH3:20])=[CH:9][N:8]=1)=[O:5].CC1C=CC(S([CH2:36][N:37]=[CH2:38])(=O)=O)=CC=1.[CH3:39][NH2:40]. Product: [F:1][C:2]1[CH:24]=[CH:23][CH:22]=[C:21]([F:25])[C:3]=1[C:4]([NH:6][C:7]1[CH:12]=[N:11][C:10]([C:13]2[CH:17]=[C:16]([C:18]3[N:40]([CH3:39])[CH:36]=[N:37][CH:38]=3)[S:15][C:14]=2[CH3:20])=[CH:9][N:8]=1)=[O:5]. The catalyst class is: 5. (8) Reactant: [S:1]1[C:5]2[CH:6]=[CH:7][CH:8]=[CH:9][C:4]=2[N:3]=[C:2]1[NH:10][CH2:11][C:12]([N:14]1[C:23]2[C:18](=[CH:19][CH:20]=[CH:21][CH:22]=2)[CH2:17][CH2:16][CH2:15]1)=[O:13].[N:24]#[C:25]Br.C([O-])([O-])=O.[K+].[K+]. Product: [S:1]1[C:5]2[CH:6]=[CH:7][CH:8]=[CH:9][C:4]=2[N:3]=[C:2]1[N:10]([CH2:11][C:12]([N:14]1[C:23]2[C:18](=[CH:19][CH:20]=[CH:21][CH:22]=2)[CH2:17][CH2:16][CH2:15]1)=[O:13])[C:25]#[N:24]. The catalyst class is: 210.